This data is from Peptide-MHC class I binding affinity with 185,985 pairs from IEDB/IMGT. The task is: Regression. Given a peptide amino acid sequence and an MHC pseudo amino acid sequence, predict their binding affinity value. This is MHC class I binding data. (1) The peptide sequence is RAHKYQVPSL. The MHC is HLA-B27:05 with pseudo-sequence HLA-B27:05. The binding affinity (normalized) is 0.207. (2) The peptide sequence is CYNPRTNKW. The MHC is Mamu-B17 with pseudo-sequence Mamu-B17. The binding affinity (normalized) is 0.230. (3) The binding affinity (normalized) is 0. The MHC is HLA-A68:02 with pseudo-sequence HLA-A68:02. The peptide sequence is IMRNFLRSI. (4) The peptide sequence is GETYGRLL. The MHC is Mamu-B01 with pseudo-sequence Mamu-B01. The binding affinity (normalized) is 0. (5) The peptide sequence is FVRTLFQQM. The MHC is HLA-A02:01 with pseudo-sequence HLA-A02:01. The binding affinity (normalized) is 0.0847. (6) The peptide sequence is FALKKLIIDR. The MHC is HLA-A03:01 with pseudo-sequence HLA-A03:01. The binding affinity (normalized) is 0. (7) The peptide sequence is GECIKTCVF. The MHC is HLA-B15:01 with pseudo-sequence HLA-B15:01. The binding affinity (normalized) is 0.561. (8) The peptide sequence is RVLTARKTV. The MHC is HLA-B39:01 with pseudo-sequence HLA-B39:01. The binding affinity (normalized) is 0.0847. (9) The peptide sequence is ATATWFQYY. The MHC is HLA-A25:01 with pseudo-sequence HLA-A25:01. The binding affinity (normalized) is 0.0847. (10) The peptide sequence is GTYKRVTEK. The MHC is HLA-A02:01 with pseudo-sequence HLA-A02:01. The binding affinity (normalized) is 0.213.